From a dataset of Full USPTO retrosynthesis dataset with 1.9M reactions from patents (1976-2016). Predict the reactants needed to synthesize the given product. (1) Given the product [CH2:1]([N:8]1[CH2:12][CH2:11][CH:10]([CH2:13][OH:14])[CH2:9]1)[C:2]1[CH:7]=[CH:6][CH:5]=[CH:4][CH:3]=1, predict the reactants needed to synthesize it. The reactants are: [CH2:1]([N:8]1[CH2:12][CH2:11][CH:10]([C:13](OC)=[O:14])[CH2:9]1)[C:2]1[CH:7]=[CH:6][CH:5]=[CH:4][CH:3]=1.[H-].[Al+3].[Li+].[H-].[H-].[H-]. (2) Given the product [NH2:20][CH2:19][C:7]1[N:6]([CH2:5][C:4]([CH3:32])([OH:3])[CH3:31])[C:18]2[C:17]3[N:16]=[CH:15][CH:14]=[CH:13][C:12]=3[N:11]=[CH:10][C:9]=2[N:8]=1, predict the reactants needed to synthesize it. The reactants are: NN.[OH:3][C:4]([CH3:32])([CH3:31])[CH2:5][N:6]1[C:18]2[C:17]3[N:16]=[CH:15][CH:14]=[CH:13][C:12]=3[N:11]=[CH:10][C:9]=2[N:8]=[C:7]1[CH2:19][N:20]1C(=O)C2C(=CC=CC=2)C1=O. (3) The reactants are: [CH:1]([C:3]1[C:11]2[C:6](=[CH:7][C:8]([C:12]([O:14][CH2:15][CH3:16])=[O:13])=[CH:9][CH:10]=2)[NH:5][C:4]=1[CH:17]([CH3:19])[CH3:18])=[O:2].C([O-])([O-])=O.[K+].[K+].[CH2:26](Br)[C:27]1[CH:32]=[CH:31][CH:30]=[CH:29][CH:28]=1. Given the product [CH2:26]([N:5]1[C:6]2[C:11](=[CH:10][CH:9]=[C:8]([C:12]([O:14][CH2:15][CH3:16])=[O:13])[CH:7]=2)[C:3]([CH:1]=[O:2])=[C:4]1[CH:17]([CH3:18])[CH3:19])[C:27]1[CH:32]=[CH:31][CH:30]=[CH:29][CH:28]=1, predict the reactants needed to synthesize it. (4) Given the product [CH:8]1([N:11]2[C:20]3[C:15](=[CH:16][C:17]([F:31])=[C:18]([O:21][CH2:22][C:23]4[S:24][CH:25]=[C:26]([CH:28]([CH3:30])[CH3:29])[N:27]=4)[CH:19]=3)[C:14](=[O:32])[C:13]([C:33]([OH:35])=[O:34])=[C:12]2[N:38]2[CH2:43][CH2:42][O:41][CH2:40][CH2:39]2)[CH2:9][CH2:10]1, predict the reactants needed to synthesize it. The reactants are: [Cl-].[Al+3].[Cl-].[Cl-].CSC.[CH:8]1([N:11]2[C:20]3[C:15](=[CH:16][C:17]([F:31])=[C:18]([O:21][CH2:22][C:23]4[S:24][CH:25]=[C:26]([CH:28]([CH3:30])[CH3:29])[N:27]=4)[CH:19]=3)[C:14](=[O:32])[C:13]([C:33]([O:35]CC)=[O:34])=[C:12]2[N:38]2[CH2:43][CH2:42][O:41][CH2:40][CH2:39]2)[CH2:10][CH2:9]1. (5) Given the product [C:19]([O:18][C:16]([NH:15][CH2:14][C:11]1[CH:10]=[C:5]([C:6]([OH:8])=[O:7])[C:4](=[CH:13][CH:12]=1)[C:3]([OH:23])=[O:2])=[O:17])([CH3:22])([CH3:20])[CH3:21], predict the reactants needed to synthesize it. The reactants are: C[O:2][C:3](=[O:23])[C:4]1[C:5](=[CH:10][C:11]([CH2:14][NH:15][C:16]([O:18][C:19]([CH3:22])([CH3:21])[CH3:20])=[O:17])=[CH:12][CH:13]=1)[C:6]([O:8]C)=[O:7].[OH-].[Na+].Cl. (6) Given the product [C:1]([C:5]1[N:6]([CH3:31])[C:7]2[C:12]([CH:13]=1)=[CH:11][C:10]([NH:14][C:15]1[N:27]=[CH:26][C:25]([CH:28]3[CH2:29][CH2:30]3)=[CH:24][C:16]=1[C:17]([OH:19])=[O:18])=[CH:9][CH:8]=2)([CH3:2])([CH3:3])[CH3:4], predict the reactants needed to synthesize it. The reactants are: [C:1]([C:5]1[NH:6][C:7]2[C:12]([CH:13]=1)=[CH:11][C:10]([NH:14][C:15]1[N:27]=[CH:26][C:25]([CH:28]3[CH2:30][CH2:29]3)=[CH:24][C:16]=1[C:17]([O:19]CCCC)=[O:18])=[CH:9][CH:8]=2)([CH3:4])([CH3:3])[CH3:2].[CH3:31]C(C)([O-])C.[K+].IC.Cl. (7) Given the product [CH2:5]([C:2]1[O:14][C:13]([NH2:15])=[N:12][CH:3]=1)[C:6]1[CH:11]=[CH:10][CH:9]=[CH:8][CH:7]=1, predict the reactants needed to synthesize it. The reactants are: Br[CH:2]([CH2:5][C:6]1[CH:11]=[CH:10][CH:9]=[CH:8][CH:7]=1)[CH:3]=O.[NH2:12][C:13]([NH2:15])=[O:14]. (8) Given the product [CH2:14]([O:16][C:17]([C:19]1[N:20]([C:48]2[CH:49]=[CH:50][C:45]([O:44][CH:39]3[CH2:43][CH2:42][CH2:41][CH2:40]3)=[CH:46][CH:47]=2)[C:21]2[C:26]([C:27]=1[I:28])=[CH:25][C:24]([C:29]1[CH:34]=[CH:33][C:32]([C:35]([F:37])([F:38])[F:36])=[CH:31][CH:30]=1)=[CH:23][CH:22]=2)=[O:18])[CH3:15], predict the reactants needed to synthesize it. The reactants are: CCN(CC)CC.N1C=CC=CC=1.[CH2:14]([O:16][C:17]([C:19]1[NH:20][C:21]2[C:26]([C:27]=1[I:28])=[CH:25][C:24]([C:29]1[CH:34]=[CH:33][C:32]([C:35]([F:38])([F:37])[F:36])=[CH:31][CH:30]=1)=[CH:23][CH:22]=2)=[O:18])[CH3:15].[CH:39]1([O:44][C:45]2[CH:50]=[CH:49][C:48](B(O)O)=[CH:47][CH:46]=2)[CH2:43][CH2:42][CH2:41][CH2:40]1.